The task is: Predict the reactants needed to synthesize the given product.. This data is from Full USPTO retrosynthesis dataset with 1.9M reactions from patents (1976-2016). (1) Given the product [C:31]([N:7]([CH2:8][CH2:9][O:10][C:11]1[CH:24]=[CH:23][C:14]([CH2:15][CH:16]2[S:20][C:19](=[O:21])[NH:18][C:17]2=[O:22])=[CH:13][CH:12]=1)[C:2]1[N:3]=[CH:4][CH:5]=[CH:6][N:1]=1)(=[O:33])[CH3:32], predict the reactants needed to synthesize it. The reactants are: [N:1]1[CH:6]=[CH:5][CH:4]=[N:3][C:2]=1[NH:7][CH2:8][CH2:9][O:10][C:11]1[CH:24]=[CH:23][C:14]([CH2:15][CH:16]2[S:20][C:19](=[O:21])[NH:18][C:17]2=[O:22])=[CH:13][CH:12]=1.O.C(=O)(O)[O-].[Na+].[C:31](OC(=O)C)(=[O:33])[CH3:32]. (2) The reactants are: [CH2:1]([Zn]CC)C.C(O)(C(F)(F)F)=O.ICI.[CH2:16]=[C:17]1[CH2:22][CH2:21][CH:20]([CH2:23][NH:24][C:25](=[O:34])[O:26][CH2:27][C:28]2[CH:33]=[CH:32][CH:31]=[CH:30][CH:29]=2)[CH2:19][CH2:18]1.[Cl-].[NH4+]. Given the product [CH2:1]1[C:17]2([CH2:22][CH2:21][CH:20]([CH2:23][NH:24][C:25](=[O:34])[O:26][CH2:27][C:28]3[CH:29]=[CH:30][CH:31]=[CH:32][CH:33]=3)[CH2:19][CH2:18]2)[CH2:16]1, predict the reactants needed to synthesize it. (3) Given the product [CH2:1]([N:8]1[C:16]2[C:11](=[CH:12][C:13]([Br:17])=[CH:14][CH:15]=2)[C:10]([C:18]([OH:20])=[O:19])=[N:9]1)[C:2]1[CH:3]=[CH:4][CH:5]=[CH:6][CH:7]=1, predict the reactants needed to synthesize it. The reactants are: [CH2:1]([N:8]1[C:16]2[C:11](=[CH:12][C:13]([Br:17])=[CH:14][CH:15]=2)[C:10]([C:18]([O:20]C)=[O:19])=[N:9]1)[C:2]1[CH:7]=[CH:6][CH:5]=[CH:4][CH:3]=1.[OH-].[Na+].Cl. (4) Given the product [Cl:1][CH2:2][C:3]1[O:10][C:11]2[CH:12]=[CH:17][C:18]([C:20]([F:23])([F:22])[F:21])=[CH:19][C:14]=2[N:13]=1, predict the reactants needed to synthesize it. The reactants are: [Cl:1][CH2:2][C:3]([O:10][CH2:11][CH3:12])(OCC)OCC.[NH2:13][C:14]1[CH:19]=[C:18]([C:20]([F:23])([F:22])[F:21])[CH:17]=CC=1O. (5) Given the product [OH:2][C:3]1[CH:4]=[C:5]2[C:10](=[CH:11][CH:12]=1)[N:9]=[C:8]([C:13]1[CH:14]=[CH:15][C:16]([C:17]([OH:19])=[O:18])=[CH:21][CH:22]=1)[C:7]([CH3:23])=[CH:6]2, predict the reactants needed to synthesize it. The reactants are: C[O:2][C:3]1[CH:4]=[C:5]2[C:10](=[CH:11][CH:12]=1)[N:9]=[C:8]([C:13]1[CH:22]=[CH:21][C:16]([C:17]([O:19]C)=[O:18])=[CH:15][CH:14]=1)[C:7]([CH3:23])=[CH:6]2.B(Br)(Br)Br.O. (6) Given the product [NH2:35][C:8]1[NH:9][C:10]2[CH:15]=[CH:14][C:13]([C:16]3[N:17]=[C:18]([C:27]4[C:28]([F:34])=[CH:29][CH:30]=[CH:31][C:32]=4[F:33])[NH:19][C:20]=3[C:21]3[CH:22]=[CH:23][CH:24]=[CH:25][CH:26]=3)=[CH:12][C:11]=2[N:7]=1, predict the reactants needed to synthesize it. The reactants are: C(S([N:7]1[C:11]2[CH:12]=[C:13]([C:16]3[N:17]=[C:18]([C:27]4[C:32]([F:33])=[CH:31][CH:30]=[CH:29][C:28]=4[F:34])[NH:19][C:20]=3[C:21]3[CH:26]=[CH:25][CH:24]=[CH:23][CH:22]=3)[CH:14]=[CH:15][C:10]=2[N:9]=[C:8]1[NH2:35])(=O)=O)(C)C.[OH-].[Na+].C(#N)C.